From a dataset of Catalyst prediction with 721,799 reactions and 888 catalyst types from USPTO. Predict which catalyst facilitates the given reaction. (1) Reactant: Br[C:2]1[CH:3]=[CH:4][C:5]([Cl:14])=[C:6]([CH:13]=1)[CH2:7][NH:8][C:9](=[O:12])[O:10][CH3:11].[Sn]([CH2:28][OH:29])(CCCC)(CCCC)CCCC. Product: [Cl:14][C:5]1[CH:4]=[CH:3][C:2]([CH2:28][OH:29])=[CH:13][C:6]=1[CH2:7][NH:8][C:9](=[O:12])[O:10][CH3:11]. The catalyst class is: 77. (2) Reactant: [Br:1][C:2]1[CH:3]=[C:4]([NH2:9])[C:5]([CH3:8])=[N:6][CH:7]=1.[C:10](OC(=O)C)(=[O:12])[CH3:11].C(N(CC)CC)C. Product: [Br:1][C:2]1[CH:3]=[C:4]([NH:9][C:10](=[O:12])[CH3:11])[C:5]([CH3:8])=[N:6][CH:7]=1. The catalyst class is: 4. (3) Reactant: [NH:1]1[C:9]2[C:4](=[CH:5][CH:6]=[CH:7][C:8]=2[CH:10]=O)[CH:3]=[CH:2]1.[N:12]1[C:21]2[CH:20]([NH:22][CH2:23][CH2:24][CH2:25][CH2:26][NH:27][C:28](=[O:34])[O:29][C:30]([CH3:33])([CH3:32])[CH3:31])[CH2:19][CH2:18][CH2:17][C:16]=2[CH:15]=[CH:14][CH:13]=1.C(O[BH-](OC(=O)C)OC(=O)C)(=O)C.[Na+].C(=O)(O)[O-].[Na+]. Product: [NH:1]1[C:9]2[C:4](=[CH:5][CH:6]=[CH:7][C:8]=2[CH2:10][N:22]([CH:20]2[C:21]3[N:12]=[CH:13][CH:14]=[CH:15][C:16]=3[CH2:17][CH2:18][CH2:19]2)[CH2:23][CH2:24][CH2:25][CH2:26][NH:27][C:28](=[O:34])[O:29][C:30]([CH3:33])([CH3:32])[CH3:31])[CH:3]=[CH:2]1. The catalyst class is: 478. (4) Reactant: [CH3:1][O:2][C:3](=[O:14])[C:4]1[CH:12]=[CH:11][C:7]([C:8](O)=[O:9])=[C:6]([F:13])[CH:5]=1.C(Cl)(=O)C([Cl:18])=O.CN(C=O)C. Product: [CH3:1][O:2][C:3](=[O:14])[C:4]1[CH:12]=[CH:11][C:7]([C:8]([Cl:18])=[O:9])=[C:6]([F:13])[CH:5]=1. The catalyst class is: 2. (5) Reactant: [Cl:1][C:2]1[CH:3]=[CH:4][C:5]2[O:9][CH2:8][C:7](=O)[C:6]=2[CH:11]=1.CC([O-])(C)C.[K+].ClC1C=CC(OCC(OCC)=O)=C(C=1)C(OC)=O.[NH4+:36].[Cl-].ClC1C=CC2OC(C(OCC)=O)=C(O)C=2C=1. Product: [Cl:1][C:2]1[CH:3]=[CH:4][C:5]2[O:9][CH2:8][CH:7]([NH2:36])[C:6]=2[CH:11]=1. The catalyst class is: 49.